This data is from Full USPTO retrosynthesis dataset with 1.9M reactions from patents (1976-2016). The task is: Predict the reactants needed to synthesize the given product. (1) Given the product [F:1][C:2]1[CH:7]=[C:6]([F:8])[CH:5]=[CH:4][C:3]=1[N:9]1[C:13]([C:14]2[S:23][C:22]3[C:21]4[CH:24]=[C:25]([C:28]([N:68]5[CH2:69][CH2:70][C@H:66]([N:65]([CH3:71])[CH3:64])[CH2:67]5)=[O:29])[CH:26]=[CH:27][C:20]=4[O:19][CH2:18][CH2:17][C:16]=3[CH:15]=2)=[N:12][CH:11]=[N:10]1, predict the reactants needed to synthesize it. The reactants are: [F:1][C:2]1[CH:7]=[C:6]([F:8])[CH:5]=[CH:4][C:3]=1[N:9]1[C:13]([C:14]2[S:23][C:22]3[C:21]4[CH:24]=[C:25]([C:28](O)=[O:29])[CH:26]=[CH:27][C:20]=4[O:19][CH2:18][CH2:17][C:16]=3[CH:15]=2)=[N:12][CH:11]=[N:10]1.CN(C(ON1N=NC2C=CC=NC1=2)=[N+](C)C)C.F[P-](F)(F)(F)(F)F.CCN(C(C)C)C(C)C.[CH3:64][N:65]([CH3:71])[C@H:66]1[CH2:70][CH2:69][NH:68][CH2:67]1. (2) Given the product [CH2:29]([O:28][C:19]1[C:20]2[C:25](=[CH:24][CH:23]=[CH:22][CH:21]=2)[CH:26]=[CH:27][C:18]=1[C:16]([OH:17])=[O:15])[C:30]1[CH:31]=[CH:32][CH:33]=[CH:34][CH:35]=1, predict the reactants needed to synthesize it. The reactants are: C1COCC1.[OH-].[Na+].C([O:15][C:16]([C:18]1[CH:27]=[CH:26][C:25]2[C:20](=[CH:21][CH:22]=[CH:23][CH:24]=2)[C:19]=1[O:28][CH2:29][C:30]1[CH:35]=[CH:34][CH:33]=[CH:32][CH:31]=1)=[O:17])C1C=CC=CC=1.C(O)(=O)CC(CC(O)=O)(C(O)=O)O. (3) Given the product [CH3:32][O:31][C:24]1[CH:25]=[C:26]([O:29][CH3:30])[CH:27]=[CH:28][C:23]=1[CH2:22][N:12]1[C:11]2[C:5]3[CH:4]=[CH:3][C:2]([N:48]4[CH2:52][CH2:51][CH2:50][CH2:49]4)=[CH:34][C:6]=3[N:7]([CH3:33])[CH2:8][CH2:9][C:10]=2[C:15]([OH:16])=[C:14]([C:17]([OH:19])=[O:18])[C:13]1=[O:21], predict the reactants needed to synthesize it. The reactants are: Cl[C:2]1[CH:3]=[CH:4][C:5]2[C:11]3[N:12]([CH2:22][C:23]4[CH:28]=[CH:27][C:26]([O:29][CH3:30])=[CH:25][C:24]=4[O:31][CH3:32])[C:13](=[O:21])[C:14]([C:17]([O:19]C)=[O:18])=[C:15]([OH:16])[C:10]=3[CH2:9][CH2:8][N:7]([CH3:33])[C:6]=2[CH:34]=1.CC([O-])(C)C.[Na+].C1(C)C=CC=CC=1.[NH:48]1[CH2:52][CH2:51][CH2:50][CH2:49]1. (4) Given the product [CH3:13][C:10]([CH3:11])([CH3:12])[C@@H:9]([NH:8][C:1](=[O:2])[O:3][C:4]([CH3:5])([CH3:6])[CH3:7])[C:14]([N:53]1[CH2:54][CH2:55][CH:50]([CH2:49][N:47]2[CH2:48][C:44]3=[CH:43][N:42]=[C:41]([CH3:40])[N:45]3[C:46]2=[O:56])[CH2:51][CH2:52]1)=[O:16], predict the reactants needed to synthesize it. The reactants are: [C:1]([NH:8][C@@H:9]([C:14]([OH:16])=O)[C:10]([CH3:13])([CH3:12])[CH3:11])([O:3][C:4]([CH3:7])([CH3:6])[CH3:5])=[O:2].C1C=CC2N(O)N=NC=2C=1.CCN=C=NCCCN(C)C.Cl.Cl.[CH3:40][C:41]1[N:45]2[C:46](=[O:56])[N:47]([CH2:49][CH:50]3[CH2:55][CH2:54][NH:53][CH2:52][CH2:51]3)[CH2:48][C:44]2=[CH:43][N:42]=1.C1CCN2C(=NCCC2)CC1. (5) Given the product [CH2:20]([NH:27][C:2]1[N:3]=[C:4]([NH:11][C:12]2[CH:16]=[C:15]([CH:17]3[CH2:19][CH2:18]3)[NH:14][N:13]=2)[C:5]2[O:10][CH:9]=[CH:8][C:6]=2[N:7]=1)[C:21]1[CH:26]=[CH:25][CH:24]=[CH:23][CH:22]=1, predict the reactants needed to synthesize it. The reactants are: Cl[C:2]1[N:3]=[C:4]([NH:11][C:12]2[CH:16]=[C:15]([CH:17]3[CH2:19][CH2:18]3)[NH:14][N:13]=2)[C:5]2[O:10][CH:9]=[CH:8][C:6]=2[N:7]=1.[CH2:20]([NH2:27])[C:21]1[CH:26]=[CH:25][CH:24]=[CH:23][CH:22]=1.CC(C1C=C(C(C)C)C(C2C=CC=CC=2P(C2CCCCC2)C2CCCCC2)=C(C(C)C)C=1)C. (6) Given the product [CH3:1][O:2][C:3]1[CH:8]=[CH:7][C:6]([N:9]([CH3:27])[C:10]([N:12]2[CH2:17][CH2:16][CH:15]([C:18](=[O:26])[C:19]3[CH:24]=[CH:23][C:22]([C:38]4[CH:37]=[N:36][N:35]([CH2:34][CH2:33][N:28]5[CH2:32][CH2:31][CH2:30][CH2:29]5)[CH:39]=4)=[CH:21][CH:20]=3)[CH2:14][CH2:13]2)=[O:11])=[CH:5][CH:4]=1, predict the reactants needed to synthesize it. The reactants are: [CH3:1][O:2][C:3]1[CH:8]=[CH:7][C:6]([N:9]([CH3:27])[C:10]([N:12]2[CH2:17][CH2:16][CH:15]([C:18](=[O:26])[C:19]3[CH:24]=[CH:23][C:22](Br)=[CH:21][CH:20]=3)[CH2:14][CH2:13]2)=[O:11])=[CH:5][CH:4]=1.[N:28]1([CH2:33][CH2:34][N:35]2[CH:39]=[C:38](B3OC(C)(C)C(C)(C)O3)[CH:37]=[N:36]2)[CH2:32][CH2:31][CH2:30][CH2:29]1.C(=O)([O-])[O-].[Cs+].[Cs+].ClCCl.